From a dataset of Forward reaction prediction with 1.9M reactions from USPTO patents (1976-2016). Predict the product of the given reaction. (1) Given the reactants [C:1]([N:20]1[CH2:24][CH2:23][C:22](=[O:25])[CH2:21]1)([C:14]1[CH:19]=[CH:18][CH:17]=[CH:16][CH:15]=1)([C:8]1[CH:13]=[CH:12][CH:11]=[CH:10][CH:9]=1)[C:2]1[CH:7]=[CH:6][CH:5]=[CH:4][CH:3]=1.CO[CH:28](OC)[N:29]([CH3:31])[CH3:30], predict the reaction product. The product is: [CH3:28][N:29]([CH:31]=[C:23]1[CH2:24][N:20]([C:1]([C:8]2[CH:13]=[CH:12][CH:11]=[CH:10][CH:9]=2)([C:14]2[CH:15]=[CH:16][CH:17]=[CH:18][CH:19]=2)[C:2]2[CH:7]=[CH:6][CH:5]=[CH:4][CH:3]=2)[CH2:21][C:22]1=[O:25])[CH3:30]. (2) Given the reactants [CH3:1][C:2]([O:4][C@H:5]1[C:14]2[C@@:15]3([CH3:30])[C@@H:26]([CH2:27][O:28][CH3:29])[O:25][C:23](=[O:24])[C:17]4=[CH:18][O:19][C:20]([C:21](=[O:22])[C:13]=2[C@@H:8]2[CH2:9][CH2:10][C@H:11]([OH:12])[C@@:7]2([CH3:31])[CH2:6]1)=[C:16]34)=[O:3].[CH3:32][NH:33][CH2:34][CH2:35][CH2:36][CH3:37], predict the reaction product. The product is: [C:2]([O:4][C@H:5]1[C:14]2[C@:15]3([CH3:30])[C:16](/[C:17](=[CH:18]\[N:33]([CH2:34][CH2:35][CH2:36][CH3:37])[CH3:32])/[C:23](=[O:24])[O:25][C@@H:26]3[CH2:27][O:28][CH3:29])=[C:20]([OH:19])[C:21](=[O:22])[C:13]=2[CH:8]2[C@@:7]([CH3:31])([C@@H:11]([OH:12])[CH2:10][CH2:9]2)[CH2:6]1)(=[O:3])[CH3:1]. (3) Given the reactants [Cl:1][C:2]1[N:10]=[C:9]([Cl:11])[CH:8]=[C:7]([C:12]([F:15])([F:14])[F:13])[C:3]=1[C:4](O)=[O:5].S(Cl)([Cl:18])=O, predict the reaction product. The product is: [Cl:1][C:2]1[N:10]=[C:9]([Cl:11])[CH:8]=[C:7]([C:12]([F:15])([F:14])[F:13])[C:3]=1[C:4]([Cl:18])=[O:5]. (4) Given the reactants [NH2:1][C:2]1[CH:7]=[CH:6][CH:5]=[CH:4][C:3]=1[CH:8]1[C:17]([CH3:19])([CH3:18])[CH2:16][C:15]2[C:10](=[CH:11][CH:12]=[C:13]([C:20]([O:22][CH3:23])=[O:21])[CH:14]=2)[NH:9]1.[CH:24]1([C:27](O)=[O:28])[CH2:26][CH2:25]1.C(N(CC)C(C)C)(C)C.P(Cl)(Cl)(Cl)=O, predict the reaction product. The product is: [CH:24]1([C:27]([NH:1][C:2]2[CH:7]=[CH:6][CH:5]=[CH:4][C:3]=2[CH:8]2[C:17]([CH3:18])([CH3:19])[CH2:16][C:15]3[C:10](=[CH:11][CH:12]=[C:13]([C:20]([O:22][CH3:23])=[O:21])[CH:14]=3)[NH:9]2)=[O:28])[CH2:26][CH2:25]1. (5) Given the reactants Cl[C:2]1[N:7]=[C:6]([Cl:8])[N:5]=[C:4]([N:9]2[CH2:14][CH2:13][O:12][CH2:11][CH2:10]2)[N:3]=1.[CH3:15][NH:16][C:17]([NH:19][C:20]1[CH:25]=[CH:24][C:23](B2OC(C)(C)C(C)(C)O2)=[CH:22][CH:21]=1)=[O:18].C([O-])([O-])=O.[Na+].[Na+], predict the reaction product. The product is: [Cl:8][C:6]1[N:5]=[C:4]([N:9]2[CH2:14][CH2:13][O:12][CH2:11][CH2:10]2)[N:3]=[C:2]([C:23]2[CH:22]=[CH:21][C:20]([NH:19][C:17]([NH:16][CH3:15])=[O:18])=[CH:25][CH:24]=2)[N:7]=1.